From a dataset of Full USPTO retrosynthesis dataset with 1.9M reactions from patents (1976-2016). Predict the reactants needed to synthesize the given product. The reactants are: [F:1][C:2]1[CH:7]=[CH:6][C:5](I)=[CH:4][C:3]=1[C@:9]1([CH3:20])[CH2:14][C@@H:13]([C:15]([F:18])([F:17])[F:16])[O:12][C:11]([NH2:19])=[N:10]1.[CH3:21][Si:22]([C:25]#[CH:26])([CH3:24])[CH3:23].C(N(CC)CC)C.C1COCC1. Given the product [F:1][C:2]1[CH:7]=[CH:6][C:5]([C:26]#[C:25][Si:22]([CH3:24])([CH3:23])[CH3:21])=[CH:4][C:3]=1[C@:9]1([CH3:20])[CH2:14][C@@H:13]([C:15]([F:18])([F:17])[F:16])[O:12][C:11]([NH2:19])=[N:10]1, predict the reactants needed to synthesize it.